Dataset: NCI-60 drug combinations with 297,098 pairs across 59 cell lines. Task: Regression. Given two drug SMILES strings and cell line genomic features, predict the synergy score measuring deviation from expected non-interaction effect. (1) Drug 1: C1=CN(C(=O)N=C1N)C2C(C(C(O2)CO)O)O.Cl. Drug 2: C1CCC(C(C1)N)N.C(=O)(C(=O)[O-])[O-].[Pt+4]. Cell line: M14. Synergy scores: CSS=43.9, Synergy_ZIP=-3.09, Synergy_Bliss=-0.187, Synergy_Loewe=-0.237, Synergy_HSA=2.74. (2) Drug 1: C1=CC(=CC=C1CCC2=CNC3=C2C(=O)NC(=N3)N)C(=O)NC(CCC(=O)O)C(=O)O. Cell line: SK-MEL-28. Synergy scores: CSS=18.4, Synergy_ZIP=5.38, Synergy_Bliss=7.32, Synergy_Loewe=0.894, Synergy_HSA=3.94. Drug 2: CC(C1=C(C=CC(=C1Cl)F)Cl)OC2=C(N=CC(=C2)C3=CN(N=C3)C4CCNCC4)N. (3) Drug 1: C1=CC(=CC=C1CCC2=CNC3=C2C(=O)NC(=N3)N)C(=O)NC(CCC(=O)O)C(=O)O. Drug 2: C1=NC2=C(N1)C(=S)N=CN2. Cell line: SK-MEL-2. Synergy scores: CSS=16.2, Synergy_ZIP=1.45, Synergy_Bliss=8.08, Synergy_Loewe=-12.0, Synergy_HSA=4.47. (4) Drug 2: B(C(CC(C)C)NC(=O)C(CC1=CC=CC=C1)NC(=O)C2=NC=CN=C2)(O)O. Synergy scores: CSS=39.6, Synergy_ZIP=1.32, Synergy_Bliss=1.73, Synergy_Loewe=-35.7, Synergy_HSA=-2.03. Cell line: CAKI-1. Drug 1: C1CC(=O)NC(=O)C1N2C(=O)C3=CC=CC=C3C2=O. (5) Drug 1: C1=C(C(=O)NC(=O)N1)F. Drug 2: C1=NC2=C(N=C(N=C2N1C3C(C(C(O3)CO)O)F)Cl)N. Cell line: PC-3. Synergy scores: CSS=32.3, Synergy_ZIP=-10.4, Synergy_Bliss=-9.78, Synergy_Loewe=-3.83, Synergy_HSA=-2.68.